This data is from Forward reaction prediction with 1.9M reactions from USPTO patents (1976-2016). The task is: Predict the product of the given reaction. Given the reactants Cl[C:2]1[CH:12]=[CH:11][C:5]([C:6]([O:8]CC)=[O:7])=[CH:4][N:3]=1.[O:13]1[CH2:18][CH2:17][CH:16]([CH2:19][OH:20])[CH2:15][CH2:14]1, predict the reaction product. The product is: [O:13]1[CH2:18][CH2:17][CH:16]([CH2:19][O:20][C:2]2[CH:12]=[CH:11][C:5]([C:6]([OH:8])=[O:7])=[CH:4][N:3]=2)[CH2:15][CH2:14]1.